From a dataset of Blood-brain barrier permeability classification from the B3DB database. Regression/Classification. Given a drug SMILES string, predict its absorption, distribution, metabolism, or excretion properties. Task type varies by dataset: regression for continuous measurements (e.g., permeability, clearance, half-life) or binary classification for categorical outcomes (e.g., BBB penetration, CYP inhibition). Dataset: b3db_classification. (1) The molecule is COc1ccc(CC(=O)N2CCN(C(C)=O)CC2CN2CCC(O)C2)cc1. The result is 0 (does not penetrate BBB). (2) The drug is COc1ccc(NS(=O)(=O)c2sc3ccc(Cl)cc3c2C)cc1N1CCNCC1. The result is 0 (does not penetrate BBB). (3) The molecule is CN=C(C[N+](=O)[O-])NCCSCc1ccc(CN(C)C)o1. The result is 0 (does not penetrate BBB).